Dataset: NCI-60 drug combinations with 297,098 pairs across 59 cell lines. Task: Regression. Given two drug SMILES strings and cell line genomic features, predict the synergy score measuring deviation from expected non-interaction effect. Drug 1: C1=CN(C=N1)CC(O)(P(=O)(O)O)P(=O)(O)O. Drug 2: CC1=C(C(=O)C2=C(C1=O)N3CC4C(C3(C2COC(=O)N)OC)N4)N. Cell line: K-562. Synergy scores: CSS=23.5, Synergy_ZIP=-2.27, Synergy_Bliss=-1.97, Synergy_Loewe=-14.5, Synergy_HSA=1.57.